From a dataset of Reaction yield outcomes from USPTO patents with 853,638 reactions. Predict the reaction yield, written as a fraction of the theoretical maximum amount of product (1.0 means a 100% yield; for example, 0.34 means a 34% yield). (1) The catalyst is C(#N)C. The reactants are [N:1]1[CH:6]=[CH:5][C:4]([CH3:7])=[CH:3][CH:2]=1.[CH:8]([I:11])([CH3:10])[CH3:9]. The product is [I-:11].[CH:8]([N+:1]1[CH:6]=[CH:5][C:4]([CH3:7])=[CH:3][CH:2]=1)([CH3:10])[CH3:9]. The yield is 0.850. (2) The reactants are [CH3:1]C(C)([O-])C.[K+].[Br-].CP(C1C=CC=CC=1)(C1C=CC=CC=1)C1C=CC=CC=1.O=[C:29]1[CH2:32][N:31]([C:33]([O:35][C:36]([CH3:39])([CH3:38])[CH3:37])=[O:34])[CH2:30]1. The catalyst is C(OCC)C. The product is [CH2:1]=[C:29]1[CH2:32][N:31]([C:33]([O:35][C:36]([CH3:39])([CH3:38])[CH3:37])=[O:34])[CH2:30]1. The yield is 1.00. (3) The reactants are Cl[C:2]1[N:7]=[CH:6][C:5]([NH2:8])=[C:4]([C:9]2[C:10]([F:26])=[N:11][CH:12]=[C:13]([C:15]3[S:23][C:22]4[CH2:21][CH2:20][N:19]([CH2:24][CH3:25])[CH2:18][C:17]=4[CH:16]=3)[CH:14]=2)[CH:3]=1.[CH3:27][N:28]1[CH:32]=[C:31](B2OC(C)(C)C(C)(C)O2)[CH:30]=[N:29]1. The catalyst is [F-].[K+].C(#N)C.C(OCC)(=O)C. The product is [CH2:24]([N:19]1[CH2:20][CH2:21][C:22]2[S:23][C:15]([C:13]3[CH:14]=[C:9]([C:4]4[CH:3]=[C:2]([C:31]5[CH:30]=[N:29][N:28]([CH3:27])[CH:32]=5)[N:7]=[CH:6][C:5]=4[NH2:8])[C:10]([F:26])=[N:11][CH:12]=3)=[CH:16][C:17]=2[CH2:18]1)[CH3:25]. The yield is 0.550. (4) The reactants are CC1(C)C2C=CC=C(P(C3C=CC=CC=3)C3C=CC=CC=3)C=2OC2C1=CC=CC=2P(C1C=CC=CC=1)C1C=CC=CC=1.[NH2:43][C:44]1[CH:54]=[CH:53][CH:52]=[C:51]([O:55][CH3:56])[C:45]=1[C:46]([NH:48][O:49][CH3:50])=[O:47].[CH3:57][N:58]1[CH:62]=[C:61]([NH:63][C:64]2[CH:69]=[C:68](I)[C:67]([C:71]([F:74])([F:73])[F:72])=[CH:66][N:65]=2)[C:60]([CH3:75])=[N:59]1.C(=O)([O-])[O-].[Cs+].[Cs+]. The catalyst is C([O-])(=O)C.[Pd+2].C([O-])(=O)C.O1CCOCC1. The product is [CH3:57][N:58]1[CH:62]=[C:61]([NH:63][C:64]2[CH:69]=[C:68]([NH:43][C:44]3[CH:54]=[CH:53][CH:52]=[C:51]([O:55][CH3:56])[C:45]=3[C:46]([NH:48][O:49][CH3:50])=[O:47])[C:67]([C:71]([F:73])([F:72])[F:74])=[CH:66][N:65]=2)[C:60]([CH3:75])=[N:59]1. The yield is 0.741. (5) The reactants are [Cl:1][C:2]1[C:3]([N:19]2[CH2:24][CH2:23][CH2:22][C@@H:21]([NH:25]C(=O)OC(C)(C)C)[CH2:20]2)=[C:4]2[C:10]([NH:11][C:12]([CH:14]3[CH2:18][CH2:17][CH2:16][CH2:15]3)=[O:13])=[CH:9][NH:8][C:5]2=[N:6][CH:7]=1. The catalyst is Cl.CC(O)C. The product is [ClH:1].[NH2:25][C@@H:21]1[CH2:22][CH2:23][CH2:24][N:19]([C:3]2[C:2]([Cl:1])=[CH:7][N:6]=[C:5]3[NH:8][CH:9]=[C:10]([NH:11][C:12]([CH:14]4[CH2:15][CH2:16][CH2:17][CH2:18]4)=[O:13])[C:4]=23)[CH2:20]1. The yield is 1.15. (6) The catalyst is CN(C=O)C. The reactants are [C:1]([O:5][C:6]([N:8]1[CH2:13][CH2:12][C:11]([CH2:21][C:22]2[CH:27]=[CH:26][C:25]([Cl:28])=[CH:24][CH:23]=2)([NH:14][S:15]([C:17]([CH3:20])([CH3:19])[CH3:18])=[O:16])[CH2:10][CH2:9]1)=[O:7])([CH3:4])([CH3:3])[CH3:2].[H-].[Na+].[CH3:31]I.O. The product is [C:1]([O:5][C:6]([N:8]1[CH2:13][CH2:12][C:11]([CH2:21][C:22]2[CH:27]=[CH:26][C:25]([Cl:28])=[CH:24][CH:23]=2)([N:14]([CH3:31])[S:15]([C:17]([CH3:20])([CH3:18])[CH3:19])=[O:16])[CH2:10][CH2:9]1)=[O:7])([CH3:2])([CH3:3])[CH3:4]. The yield is 0.770. (7) The reactants are N[C:2]1[CH:3]=[C:4]([S:9]([NH2:12])(=[O:11])=[O:10])[CH:5]=[CH:6][C:7]=1[Cl:8].N([O-])=O.[Na+].[C:17]([C:20]1[O:21][CH:22]=[CH:23][CH:24]=1)(=[O:19])[CH3:18].C(OCC)(=O)C. The catalyst is Cl.O.CC(C)=O.[Cu](Cl)Cl. The product is [C:17]([C:20]1[O:21][C:22]([C:2]2[CH:3]=[C:4]([S:9]([NH2:12])(=[O:11])=[O:10])[CH:5]=[CH:6][C:7]=2[Cl:8])=[CH:23][CH:24]=1)(=[O:19])[CH3:18]. The yield is 0.430. (8) The reactants are Br[CH2:2]/[CH:3]=[CH:4]/[C:5]([OH:7])=O.Cl.[CH:9]12[O:16][CH:13]([CH2:14][CH2:15]1)[CH2:12][NH:11][CH2:10]2.CCN(C(C)C)C(C)C.Cl.[Cl:27][C:28]1[CH:29]=[C:30]([OH:48])[CH:31]=[C:32]([NH:34][C:35]2[C:36]3[C:43]4[CH2:44][CH2:45][NH:46][CH2:47][C:42]=4[S:41][C:37]=3[N:38]=[CH:39][N:40]=2)[CH:33]=1.CCN=C=NCCCN(C)C. The catalyst is C(Cl)Cl.O. The product is [Cl:27][C:28]1[CH:29]=[C:30]([OH:48])[CH:31]=[C:32]([NH:34][C:35]2[C:36]3[C:43]4[CH2:44][CH2:45][N:46]([C:5](=[O:7])/[CH:4]=[CH:3]/[CH2:2][N:11]5[CH2:10][CH:9]6[O:16][CH:13]([CH2:14][CH2:15]6)[CH2:12]5)[CH2:47][C:42]=4[S:41][C:37]=3[N:38]=[CH:39][N:40]=2)[CH:33]=1. The yield is 0.380. (9) The reactants are [C@@H:1]12[CH2:7][NH:6][C@@H:5]1[CH2:4][N:3]([C:8]([O:10][CH2:11][C:12]1[CH:17]=[CH:16][CH:15]=[CH:14][CH:13]=1)=[O:9])[CH2:2]2.C([O-])([O-])=O.[Cs+].[Cs+].Br[C:25]1[CH:26]=[N:27][CH:28]=[C:29]([C:31]#[N:32])[CH:30]=1. The catalyst is C1(C)C=CC=CC=1.C(OCC)(=O)C.C1C=CC(/C=C/C(/C=C/C2C=CC=CC=2)=O)=CC=1.C1C=CC(/C=C/C(/C=C/C2C=CC=CC=2)=O)=CC=1.C1C=CC(/C=C/C(/C=C/C2C=CC=CC=2)=O)=CC=1.[Pd].[Pd].C1C=CC(P(C2C(C3C(P(C4C=CC=CC=4)C4C=CC=CC=4)=CC=C4C=3C=CC=C4)=C3C(C=CC=C3)=CC=2)C2C=CC=CC=2)=CC=1. The product is [C:31]([C:29]1[CH:30]=[C:25]([N:6]2[CH2:7][C@@H:1]3[C@H:5]2[CH2:4][N:3]([C:8]([O:10][CH2:11][C:12]2[CH:17]=[CH:16][CH:15]=[CH:14][CH:13]=2)=[O:9])[CH2:2]3)[CH:26]=[N:27][CH:28]=1)#[N:32]. The yield is 0.640.